From a dataset of Forward reaction prediction with 1.9M reactions from USPTO patents (1976-2016). Predict the product of the given reaction. (1) Given the reactants [CH3:1][C:2]1[C:3](=[O:11])[C:4]([CH3:10])([CH3:9])[CH2:5][C:6](=[O:8])[CH:7]=1.[CH:12]1(C(O)=O)[CH2:14][CH2:13]1.S(OOS([O-])(=O)=O)([O-])(=O)=O.[NH4+].[NH4+], predict the reaction product. The product is: [CH:12]1([C:7]2[C:6](=[O:8])[CH2:5][C:4]([CH3:10])([CH3:9])[C:3](=[O:11])[C:2]=2[CH3:1])[CH2:14][CH2:13]1. (2) Given the reactants [Cl:1][C:2]1[CH:7]=[CH:6][C:5]([C:8](=[O:12])[CH2:9][S:10][CH3:11])=[CH:4][CH:3]=1.C[Si](C)(C)[N-][Si](C)(C)C.[Li+].N1([C:28](=[O:34])[C:29]([O:31][CH2:32][CH3:33])=[O:30])C=CN=C1, predict the reaction product. The product is: [Cl:1][C:2]1[CH:3]=[CH:4][C:5]([C:8](=[O:12])[CH:9]([S:10][CH3:11])[C:28](=[O:34])[C:29]([O:31][CH2:32][CH3:33])=[O:30])=[CH:6][CH:7]=1. (3) Given the reactants [Si:1]([O:8][C:9]1[CH:10]=[C:11]([C:15](=[O:17])[CH3:16])[CH:12]=[CH:13][CH:14]=1)([C:4]([CH3:7])([CH3:6])[CH3:5])([CH3:3])[CH3:2].[Br-:18].[Br-].[Br-].C1([N+](C)(C)C)C=CC=CC=1.C1([N+](C)(C)C)C=CC=CC=1.C1([N+](C)(C)C)C=CC=CC=1.S([O-])([O-])(=O)=S.[Na+].[Na+], predict the reaction product. The product is: [Br:18][CH2:16][C:15]([C:11]1[CH:12]=[CH:13][CH:14]=[C:9]([O:8][Si:1]([C:4]([CH3:7])([CH3:6])[CH3:5])([CH3:3])[CH3:2])[CH:10]=1)=[O:17].